This data is from Full USPTO retrosynthesis dataset with 1.9M reactions from patents (1976-2016). The task is: Predict the reactants needed to synthesize the given product. (1) The reactants are: CCN(CC)CC.[CH:8]1([C:11](Cl)=[O:12])[CH2:10][CH2:9]1.[NH2:14][C:15]1[CH:20]=[CH:19][C:18]([B:21]2[O:29][C:26]([CH3:28])([CH3:27])[C:23]([CH3:25])([CH3:24])[O:22]2)=[CH:17][CH:16]=1. Given the product [CH3:27][C:26]1([CH3:28])[C:23]([CH3:24])([CH3:25])[O:22][B:21]([C:18]2[CH:19]=[CH:20][C:15]([NH:14][C:11]([CH:8]3[CH2:10][CH2:9]3)=[O:12])=[CH:16][CH:17]=2)[O:29]1, predict the reactants needed to synthesize it. (2) The reactants are: [2H][C:2]1[C:7]([2H])=[C:6]([NH2:9])[C:5]([NH2:10])=[C:4]([2H])[C:3]=1[2H].[OH:13][CH2:14][C:15](O)=O.C(=O)(O)[O-].[Na+]. Given the product [NH:10]1[C:5]2[CH:4]=[CH:3][CH:2]=[CH:7][C:6]=2[N:9]=[C:15]1[CH2:14][OH:13], predict the reactants needed to synthesize it. (3) Given the product [N:1]1([CH2:6][CH2:7][CH2:8][O:9][C:10]2[CH:15]=[CH:14][C:13]([C:16]3([CH2:22][NH:23][S:31]([CH3:34])(=[O:33])=[O:32])[CH2:17][CH2:18][O:19][CH2:20][CH2:21]3)=[CH:12][CH:11]=2)[CH2:5][CH2:4][CH2:3][CH2:2]1, predict the reactants needed to synthesize it. The reactants are: [N:1]1([CH2:6][CH2:7][CH2:8][O:9][C:10]2[CH:15]=[CH:14][C:13]([C:16]3([CH2:22][NH2:23])[CH2:21][CH2:20][O:19][CH2:18][CH2:17]3)=[CH:12][CH:11]=2)[CH2:5][CH2:4][CH2:3][CH2:2]1.C(N(CC)CC)C.[S:31](Cl)([CH3:34])(=[O:33])=[O:32]. (4) Given the product [CH3:1][O:2][C:3]([C:5]1[CH:14]=[C:13]([O:15][CH2:25][C:26]([O:28][CH2:29][CH3:30])=[O:27])[C:12]2[C:7](=[CH:8][C:9]([Cl:17])=[CH:10][C:11]=2[Cl:16])[CH:6]=1)=[O:4], predict the reactants needed to synthesize it. The reactants are: [CH3:1][O:2][C:3]([C:5]1[CH:14]=[C:13]([OH:15])[C:12]2[C:7](=[CH:8][C:9]([Cl:17])=[CH:10][C:11]=2[Cl:16])[CH:6]=1)=[O:4].C(=O)([O-])[O-].[K+].[K+].Br[CH2:25][C:26]([O:28][CH2:29][CH3:30])=[O:27].